This data is from Forward reaction prediction with 1.9M reactions from USPTO patents (1976-2016). The task is: Predict the product of the given reaction. (1) Given the reactants [Cl:1][C:2]1[CH:3]=[C:4]2[C:13](=[CH:14][CH:15]=1)[C:12]([NH:16][CH2:17][CH2:18][CH2:19][CH2:20][CH2:21][NH2:22])=[C:11]1[C:6]([CH2:7][CH2:8][CH2:9][CH2:10]1)=[N:5]2.[N+](C1C=CC([O:32][C:33](=O)[O:34][CH2:35][CH2:36][C:37]2[C:45]3[C:40](=[CH:41][CH:42]=[CH:43][CH:44]=3)[NH:39][CH:38]=2)=CC=1)([O-])=O, predict the reaction product. The product is: [NH:39]1[C:40]2[C:45](=[CH:44][CH:43]=[CH:42][CH:41]=2)[C:37]([CH2:36][CH2:35][O:34][C:33](=[O:32])[NH:22][CH2:21][CH2:20][CH2:19][CH2:18][CH2:17][NH:16][C:12]2[C:13]3[C:4]([N:5]=[C:6]4[C:11]=2[CH2:10][CH2:9][CH2:8][CH2:7]4)=[CH:3][C:2]([Cl:1])=[CH:15][CH:14]=3)=[CH:38]1. (2) Given the reactants [I:1][C:2]1[CH:3]=[CH:4][C:5]2[N:6]([CH:8]=[C:9]([NH2:11])[N:10]=2)[CH:7]=1.CCN(C(C)C)C(C)C.C1N=CN([C:26](N2C=NC=C2)=[O:27])C=1.[CH3:33][O:34][C:35]1[CH:40]=[CH:39][CH:38]=[CH:37][C:36]=1[CH:41]1[CH2:45][CH2:44][CH2:43][NH:42]1, predict the reaction product. The product is: [I:1][C:2]1[CH:3]=[CH:4][C:5]2[N:6]([CH:8]=[C:9]([NH:11][C:26]([N:42]3[CH2:43][CH2:44][CH2:45][CH:41]3[C:36]3[CH:37]=[CH:38][CH:39]=[CH:40][C:35]=3[O:34][CH3:33])=[O:27])[N:10]=2)[CH:7]=1.